Dataset: Forward reaction prediction with 1.9M reactions from USPTO patents (1976-2016). Task: Predict the product of the given reaction. (1) Given the reactants [C:1]1([C:7]([O:9][CH3:10])=[O:8])[CH2:6][CH2:5][CH2:4][CH2:3][CH:2]=1.[Br:11]NC(=O)CCC(N)=O, predict the reaction product. The product is: [Br:11][CH:3]1[CH2:4][CH2:5][CH2:6][C:1]([C:7]([O:9][CH3:10])=[O:8])=[CH:2]1. (2) Given the reactants Br[C:2]1[CH:11]=[C:10]2[C:5]([CH2:6][CH2:7][N:8]([C:12]([O:14][C:15]([CH3:18])([CH3:17])[CH3:16])=[O:13])[CH2:9]2)=[CH:4][C:3]=1[F:19].[CH3:20][C:21]1([CH3:37])[C:25]([CH3:27])([CH3:26])[O:24][B:23]([B:23]2[O:24][C:25]([CH3:27])([CH3:26])[C:21]([CH3:37])([CH3:20])[O:22]2)[O:22]1.ClCCl.C([O-])(=O)C.[K+], predict the reaction product. The product is: [F:19][C:3]1[CH:4]=[C:5]2[C:10](=[CH:11][C:2]=1[B:23]1[O:24][C:25]([CH3:27])([CH3:26])[C:21]([CH3:37])([CH3:20])[O:22]1)[CH2:9][N:8]([C:12]([O:14][C:15]([CH3:18])([CH3:17])[CH3:16])=[O:13])[CH2:7][CH2:6]2. (3) Given the reactants [F:1][C:2]1[CH:7]=[CH:6][C:5]([N:8]2[C:12]3[N:13]=[CH:14][N:15]([CH2:18][C:19]4([OH:32])[CH2:24][CH2:23][N:22](C(OC(C)(C)C)=O)[CH2:21][CH2:20]4)[C:16](=[O:17])[C:11]=3[CH:10]=[N:9]2)=[CH:4][CH:3]=1.[F:33][C:34]([F:39])([F:38])[C:35]([OH:37])=[O:36], predict the reaction product. The product is: [F:33][C:34]([F:39])([F:38])[C:35]([OH:37])=[O:36].[F:1][C:2]1[CH:3]=[CH:4][C:5]([N:8]2[C:12]3[N:13]=[CH:14][N:15]([CH2:18][C:19]4([OH:32])[CH2:24][CH2:23][NH:22][CH2:21][CH2:20]4)[C:16](=[O:17])[C:11]=3[CH:10]=[N:9]2)=[CH:6][CH:7]=1.